Dataset: Catalyst prediction with 721,799 reactions and 888 catalyst types from USPTO. Task: Predict which catalyst facilitates the given reaction. (1) Reactant: [CH2:1]([N:8]1[CH2:13][CH:12]([CH3:14])[CH:11]2[O:15][C:16]([CH3:19])([CH3:18])[O:17][CH:10]2[CH2:9]1)[C:2]1C=CC=C[CH:3]=1.C1[O:23][C@@H]1C.C(N(CC)CC)C. Product: [CH3:18][C:16]1([CH3:19])[O:17][CH:10]2[CH2:9][N:8]([CH2:1][CH:2]([OH:23])[CH3:3])[CH2:13][CH:12]([CH3:14])[CH:11]2[O:15]1. The catalyst class is: 8. (2) Reactant: [Br:1][C:2]1[CH:10]=[CH:9][C:5]([C:6]([OH:8])=O)=[CH:4][C:3]=1[CH3:11].[CH3:12][O:13][C:14]1[CH:15]=[C:16]([CH2:20][NH2:21])[CH:17]=[CH:18][CH:19]=1.CCN(C(C)C)C(C)C.CN(C(ON1N=NC2C=CC=NC1=2)=[N+](C)C)C.F[P-](F)(F)(F)(F)F. Product: [Br:1][C:2]1[CH:10]=[CH:9][C:5]([C:6]([NH:21][CH2:20][C:16]2[CH:17]=[CH:18][CH:19]=[C:14]([O:13][CH3:12])[CH:15]=2)=[O:8])=[CH:4][C:3]=1[CH3:11]. The catalyst class is: 2. (3) Reactant: CS(O[CH2:6][CH:7]1[CH2:11][C:10]2[C:12]3[C:24]([C:25]([NH:27][CH3:28])=[O:26])=[C:23]([C:29]4[CH:34]=[CH:33][C:32]([F:35])=[CH:31][CH:30]=4)[O:22][C:13]=3[CH:14]=[C:15]([N:16]([CH3:21])[S:17]([CH3:20])(=[O:19])=[O:18])[C:9]=2[O:8]1)(=O)=O.[NH:36]1[CH2:41][CH2:40][O:39][CH2:38][CH2:37]1.C([O-])([O-])=O.[K+].[K+].O. Product: [F:35][C:32]1[CH:31]=[CH:30][C:29]([C:23]2[O:22][C:13]3[CH:14]=[C:15]([N:16]([CH3:21])[S:17]([CH3:20])(=[O:19])=[O:18])[C:9]4[O:8][CH:7]([CH2:6][N:36]5[CH2:41][CH2:40][O:39][CH2:38][CH2:37]5)[CH2:11][C:10]=4[C:12]=3[C:24]=2[C:25]([NH:27][CH3:28])=[O:26])=[CH:34][CH:33]=1. The catalyst class is: 3. (4) Reactant: [NH2:1][C:2]1[CH:3]=[C:4]2[C:8](=[CH:9][CH:10]=1)[N:7]([CH2:11][C:12]1[CH:17]=[CH:16][CH:15]=[CH:14][CH:13]=1)[C:6]([C:18]([O:20][CH2:21][CH3:22])=[O:19])=[C:5]2[C:23]1[CH:28]=[CH:27][CH:26]=[CH:25][CH:24]=1.[CH2:29]([CH2:33][C:34](=O)[CH3:35])[C:30]([CH3:32])=O. Product: [CH2:11]([N:7]1[C:8]2[C:4](=[CH:3][C:2]([N:1]3[C:34]([CH3:35])=[CH:33][CH:29]=[C:30]3[CH3:32])=[CH:10][CH:9]=2)[C:5]([C:23]2[CH:24]=[CH:25][CH:26]=[CH:27][CH:28]=2)=[C:6]1[C:18]([O:20][CH2:21][CH3:22])=[O:19])[C:12]1[CH:17]=[CH:16][CH:15]=[CH:14][CH:13]=1. The catalyst class is: 11.